Task: Regression. Given a peptide amino acid sequence and an MHC pseudo amino acid sequence, predict their binding affinity value. This is MHC class II binding data.. Dataset: Peptide-MHC class II binding affinity with 134,281 pairs from IEDB (1) The peptide sequence is SGTNNKTMAVCTNAK. The MHC is HLA-DQA10101-DQB10501 with pseudo-sequence HLA-DQA10101-DQB10501. The binding affinity (normalized) is 0.0366. (2) The peptide sequence is CDDPRFQDSSSSKAPPPSLPS. The MHC is DRB1_0401 with pseudo-sequence DRB1_0401. The binding affinity (normalized) is 0.541. (3) The peptide sequence is GGSVIRISSANPEDL. The MHC is DRB4_0101 with pseudo-sequence DRB4_0103. The binding affinity (normalized) is 0.804. (4) The peptide sequence is MMFLSLGVGADQGCAR. The MHC is HLA-DQA10102-DQB10501 with pseudo-sequence HLA-DQA10102-DQB10501. The binding affinity (normalized) is 0.530. (5) The peptide sequence is GRGGWCYYAAAQKEV. The MHC is HLA-DQA10201-DQB10402 with pseudo-sequence HLA-DQA10201-DQB10402. The binding affinity (normalized) is 0.153. (6) The peptide sequence is MIIPKSLAGPISQHN. The MHC is DRB1_0701 with pseudo-sequence DRB1_0701. The binding affinity (normalized) is 0.171. (7) The peptide sequence is APATPAAAGAEAGKA. The MHC is DRB1_0701 with pseudo-sequence DRB1_0701. The binding affinity (normalized) is 0.0768.